This data is from Peptide-MHC class I binding affinity with 185,985 pairs from IEDB/IMGT. The task is: Regression. Given a peptide amino acid sequence and an MHC pseudo amino acid sequence, predict their binding affinity value. This is MHC class I binding data. The peptide sequence is HSGFIYFGK. The MHC is HLA-A80:01 with pseudo-sequence HLA-A80:01. The binding affinity (normalized) is 0.0847.